This data is from Forward reaction prediction with 1.9M reactions from USPTO patents (1976-2016). The task is: Predict the product of the given reaction. (1) Given the reactants [Si:1](Cl)(C(C)(C)C)(C)C.[Si](Cl)(C(C)(C)C)([C:16]1[CH:21]=[CH:20][CH:19]=[CH:18][CH:17]=1)[C:16]1[CH:21]=[CH:20][CH:19]=[CH:18][CH:17]=1.C(#N)C.CCN(C(C)C)[CH:33]([CH3:35])[CH3:34].CN([CH:42]=[O:43])C, predict the reaction product. The product is: [SiH3:1][O:43][C:42]1[C:17]2[C:16](=[CH:21][CH:20]=[CH:19][CH:18]=2)[CH:35]=[CH:33][CH:34]=1. (2) Given the reactants [CH3:1][O:2][C:3](=[O:19])[CH2:4][CH2:5][CH2:6][C:7]#[C:8][CH2:9][N:10]1[C:15](=[O:16])[CH2:14][CH2:13][CH2:12][C@@H:11]1[CH2:17][OH:18].[H][H], predict the reaction product. The product is: [CH3:1][O:2][C:3](=[O:19])[CH2:4][CH2:5][CH2:6][CH2:7][CH2:8][CH2:9][N:10]1[C:15](=[O:16])[CH2:14][CH2:13][CH2:12][C@@H:11]1[CH2:17][OH:18]. (3) The product is: [Cl:8][C:6]1[N:5]=[C:4]([S:9][CH2:10][C:11]2[CH:16]=[CH:15][CH:14]=[C:13]([F:17])[C:12]=2[F:18])[N:3]=[C:2]([C@@H:37]2[CH2:41][CH2:40][CH2:39][C@H:38]2[OH:42])[CH:7]=1. Given the reactants Cl[C:2]1[CH:7]=[C:6]([Cl:8])[N:5]=[C:4]([S:9][CH2:10][C:11]2[CH:16]=[CH:15][CH:14]=[C:13]([F:17])[C:12]=2[F:18])[N:3]=1.FC1C(F)=CC=CC=1CSC1N=C(O)C=C(O)N=1.[C@@H:37]1(O)[CH2:41][CH2:40][CH2:39][C@H:38]1[OH:42].[H-].[Na+], predict the reaction product. (4) Given the reactants [CH3:1][NH:2][CH3:3].[CH2:4]([O:11][CH:12]1[CH2:17][CH2:16][C:15](=O)[CH2:14][CH2:13]1)[C:5]1[CH:10]=[CH:9][CH:8]=[CH:7][CH:6]=1.Cl.[CH3:20][NH:21]C.[C-]#N.[K+], predict the reaction product. The product is: [CH2:4]([O:11][CH:12]1[CH2:17][CH2:16][C:15]([N:2]([CH3:3])[CH3:1])([C:20]#[N:21])[CH2:14][CH2:13]1)[C:5]1[CH:10]=[CH:9][CH:8]=[CH:7][CH:6]=1.